Dataset: Blood-brain barrier permeability classification from the B3DB database. Task: Regression/Classification. Given a drug SMILES string, predict its absorption, distribution, metabolism, or excretion properties. Task type varies by dataset: regression for continuous measurements (e.g., permeability, clearance, half-life) or binary classification for categorical outcomes (e.g., BBB penetration, CYP inhibition). Dataset: b3db_classification. (1) The compound is COc1ccc([C@H]2[C@H](S(C)(=O)=O)[C@@]2(C#N)C(=O)O)cc1. The result is 1 (penetrates BBB). (2) The drug is CC12CCC(=O)C=C1CCC1C2C(O)CC2(C)C1CCC2(O)C(=O)CO. The result is 0 (does not penetrate BBB). (3) The molecule is CN1CCC23c4c5ccc(O)c4OC2C(O)CCC3C1C5. The result is 1 (penetrates BBB). (4) The molecule is C#C[C@@]1(O)CC[C@@H]2[C@@H]3CCc4cc(OC)ccc4[C@@H]3CC[C@@]21C. The result is 1 (penetrates BBB).